This data is from Full USPTO retrosynthesis dataset with 1.9M reactions from patents (1976-2016). The task is: Predict the reactants needed to synthesize the given product. (1) Given the product [CH2:7]([CH:6]([CH2:13][CH2:14]/[CH:15]=[CH:16]\[CH2:17][CH3:18])[C:19]#[N:20])[CH2:8]/[CH:9]=[CH:10]\[CH2:11][CH3:12], predict the reactants needed to synthesize it. The reactants are: CS(O[CH:6]([CH2:13][CH2:14]/[CH:15]=[CH:16]\[CH2:17][CH3:18])[CH2:7][CH2:8]/[CH:9]=[CH:10]\[CH2:11][CH3:12])(=O)=O.[C-:19]#[N:20].[Na+].O. (2) The reactants are: [NH2:1][C:2]1[N:6]([CH:7]2[CH2:12][CH2:11][CH2:10][N:9]([C:13]([O:15][CH2:16][C:17]3[CH:22]=[CH:21][CH:20]=[CH:19][CH:18]=3)=[O:14])[CH2:8]2)[N:5]=[C:4]([C:23]2[CH:28]=[CH:27][C:26]([O:29][Si:30]([C:33]([CH3:36])([CH3:35])[CH3:34])([CH3:32])[CH3:31])=[CH:25][CH:24]=2)[C:3]=1[C:37]#[N:38].C(N(CC)CC)C.[C:46](Cl)(=[O:48])[CH3:47]. Given the product [C:46]([NH:1][C:2]1[N:6]([CH:7]2[CH2:12][CH2:11][CH2:10][N:9]([C:13]([O:15][CH2:16][C:17]3[CH:18]=[CH:19][CH:20]=[CH:21][CH:22]=3)=[O:14])[CH2:8]2)[N:5]=[C:4]([C:23]2[CH:24]=[CH:25][C:26]([O:29][Si:30]([C:33]([CH3:34])([CH3:35])[CH3:36])([CH3:31])[CH3:32])=[CH:27][CH:28]=2)[C:3]=1[C:37]#[N:38])(=[O:48])[CH3:47], predict the reactants needed to synthesize it. (3) Given the product [Cl:41][C:42]1[CH:43]=[C:44]([NH:40][C:16]2[CH:15]=[C:14]([N:11]3[CH2:12][CH2:13][NH:8][CH2:9][CH2:10]3)[N:19]=[C:18]([C:20]3[CH:25]=[CH:24][N:23]=[C:22]([NH:26][CH:27]4[CH2:32][CH2:31][CH2:30][CH2:29][CH2:28]4)[CH:21]=3)[CH:17]=2)[CH:45]=[CH:46][C:47]=1[F:48], predict the reactants needed to synthesize it. The reactants are: C(OC([N:8]1[CH2:13][CH2:12][N:11]([C:14]2[N:19]=[C:18]([C:20]3[CH:25]=[CH:24][N:23]=[C:22]([N:26](C(OC(C)(C)C)=O)[CH:27]4[CH2:32][CH2:31][CH2:30][CH2:29][CH2:28]4)[CH:21]=3)[CH:17]=[C:16]([NH2:40])[CH:15]=2)[CH2:10][CH2:9]1)=O)(C)(C)C.[Cl:41][C:42]1[CH:43]=[C:44](B(O)O)[CH:45]=[CH:46][C:47]=1[F:48].B(O)O. (4) Given the product [NH2:1][C:2]1[C:10]2[C:9]([C:11]3[CH:16]=[CH:15][C:14]([Cl:17])=[C:13]([Cl:18])[CH:12]=3)=[N:8][C:7]([NH:25][CH2:26][CH2:27][CH2:28][OH:29])=[N:6][C:5]=2[S:4][C:3]=1[C:22]([NH2:24])=[O:23], predict the reactants needed to synthesize it. The reactants are: [NH2:1][C:2]1[C:10]2[C:9]([C:11]3[CH:16]=[CH:15][C:14]([Cl:17])=[C:13]([Cl:18])[CH:12]=3)=[N:8][C:7](S(C)=O)=[N:6][C:5]=2[S:4][C:3]=1[C:22]([NH2:24])=[O:23].[NH2:25][CH2:26][CH2:27][CH2:28][OH:29].C(N(CC)CC)C. (5) Given the product [C:17]1([CH:15]([N:1]2[CH2:6][CH2:5][CH2:4][C@H:3]([C:7]([O:9][C:10]([CH3:13])([CH3:12])[CH3:11])=[O:8])[CH2:2]2)[CH3:16])[CH:22]=[CH:21][CH:20]=[CH:19][CH:18]=1, predict the reactants needed to synthesize it. The reactants are: [NH:1]1[CH2:6][CH2:5][CH2:4][C@H:3]([C:7]([O:9][C:10]([CH3:13])([CH3:12])[CH3:11])=[O:8])[CH2:2]1.Br[CH:15]([C:17]1[CH:22]=[CH:21][CH:20]=[CH:19][CH:18]=1)[CH3:16]. (6) Given the product [OH:1][CH2:2][CH2:3][C:4]1[CH:12]=[CH:11][CH:10]=[C:9]2[C:5]=1/[C:6](=[CH:23]/[C:22]1[NH:21][C:20]3[CH2:25][CH2:26][CH2:27][CH2:28][CH2:29][C:19]=3[C:18]=1[CH2:17][CH2:16][CH2:15][OH:14])/[C:7](=[O:13])[NH:8]2, predict the reactants needed to synthesize it. The reactants are: [OH:1][CH2:2][CH2:3][C:4]1[CH:12]=[CH:11][CH:10]=[C:9]2[C:5]=1[CH2:6][C:7](=[O:13])[NH:8]2.[OH:14][CH2:15][CH2:16][CH2:17][C:18]1[C:19]2[CH2:29][CH2:28][CH2:27][CH2:26][CH2:25][C:20]=2[NH:21][C:22]=1[CH:23]=O.N1CCCCC1. (7) Given the product [F:1][C:2]1[CH:22]=[CH:21][CH:20]=[C:19]([F:23])[C:3]=1[CH2:4][N:5]1[C:6]([CH3:18])=[C:7]([C:13]([O:15][CH2:16][CH3:17])=[O:14])[C:8](=[O:12])[C:9]([Br:24])=[C:10]1[CH3:11], predict the reactants needed to synthesize it. The reactants are: [F:1][C:2]1[CH:22]=[CH:21][CH:20]=[C:19]([F:23])[C:3]=1[CH2:4][N:5]1[C:10]([CH3:11])=[CH:9][C:8](=[O:12])[C:7]([C:13]([O:15][CH2:16][CH3:17])=[O:14])=[C:6]1[CH3:18].[Br:24]Br.